From a dataset of Peptide-MHC class I binding affinity with 185,985 pairs from IEDB/IMGT. Regression. Given a peptide amino acid sequence and an MHC pseudo amino acid sequence, predict their binding affinity value. This is MHC class I binding data. (1) The peptide sequence is AQRWANQIR. The MHC is HLA-B40:01 with pseudo-sequence HLA-B40:01. The binding affinity (normalized) is 0.0847. (2) The peptide sequence is WPLLPHVIF. The MHC is HLA-B07:02 with pseudo-sequence HLA-B07:02. The binding affinity (normalized) is 0.454. (3) The peptide sequence is GFFLLTRIL. The MHC is Patr-A0701 with pseudo-sequence Patr-A0701. The binding affinity (normalized) is 0.120. (4) The MHC is HLA-A02:03 with pseudo-sequence HLA-A02:03. The binding affinity (normalized) is 1.00. The peptide sequence is FVAEGDALV. (5) The peptide sequence is GPASLPTAL. The MHC is HLA-B15:01 with pseudo-sequence HLA-B15:01. The binding affinity (normalized) is 0.0847. (6) The peptide sequence is FPQSNSPIE. The MHC is HLA-B53:01 with pseudo-sequence HLA-B53:01. The binding affinity (normalized) is 0.492. (7) The peptide sequence is VTFQGKFKK. The MHC is HLA-A02:02 with pseudo-sequence HLA-A02:02. The binding affinity (normalized) is 0.0192.